From a dataset of Full USPTO retrosynthesis dataset with 1.9M reactions from patents (1976-2016). Predict the reactants needed to synthesize the given product. Given the product [OH:24][C:17]1([C:2]2[CH:7]=[C:6]([CH3:8])[CH:5]=[CH:4][C:3]=2[O:9][CH3:10])[C:16]2[C:20](=[CH:21][CH:22]=[C:14]([N+:11]([O-:13])=[O:12])[CH:15]=2)[NH:19][C:18]1=[O:23], predict the reactants needed to synthesize it. The reactants are: Br[C:2]1[CH:7]=[C:6]([CH3:8])[CH:5]=[CH:4][C:3]=1[O:9][CH3:10].[N+:11]([C:14]1[CH:15]=[C:16]2[C:20](=[CH:21][CH:22]=1)[NH:19][C:18](=[O:23])[C:17]2=[O:24])([O-:13])=[O:12].